Dataset: Full USPTO retrosynthesis dataset with 1.9M reactions from patents (1976-2016). Task: Predict the reactants needed to synthesize the given product. (1) Given the product [CH3:1][O:2][C:3]1[CH:8]=[C:7]([C:19]2[CH:20]=[C:21]([NH2:22])[CH:23]=[CH:24][CH:25]=2)[CH:6]=[N:5][CH:4]=1, predict the reactants needed to synthesize it. The reactants are: [CH3:1][O:2][C:3]1[CH:4]=[N:5][CH:6]=[C:7](B2OC(C)(C)C(C)(C)O2)[CH:8]=1.Br[C:19]1[CH:20]=[C:21]([CH:23]=[CH:24][CH:25]=1)[NH2:22].C([O-])([O-])=O.[Na+].[Na+]. (2) Given the product [O:1]=[C:2]([OH:13])[C@@H:3]([C@H:5]([C@@H:7]([C@@H:9]([CH2:11][OH:12])[OH:10])[OH:8])[OH:6])[OH:4].[NH2:16][C:15]([NH2:17])=[NH:14], predict the reactants needed to synthesize it. The reactants are: [O:1]=[C:2]([OH:13])[C@@H:3]([C@H:5]([C@@H:7]([C@@H:9]([CH2:11][OH:12])[OH:10])[OH:8])[OH:6])[OH:4].[NH2:14][C:15]([NH2:17])=[NH:16]. (3) The reactants are: [OH-].[K+].[OH:3][CH2:4][CH2:5][C:6]1[CH:7]=[CH:8][C:9]2[N:10]([N:12]=[C:13]([C:26]3[CH:31]=[CH:30][CH:29]=[CH:28][CH:27]=3)[C:14]=2[CH2:15][C:16]2[N:21]=[C:20]([C:22]([O:24]C)=[O:23])[CH:19]=[CH:18][CH:17]=2)[CH:11]=1.Cl. Given the product [OH:3][CH2:4][CH2:5][C:6]1[CH:7]=[CH:8][C:9]2[N:10]([N:12]=[C:13]([C:26]3[CH:31]=[CH:30][CH:29]=[CH:28][CH:27]=3)[C:14]=2[CH2:15][C:16]2[N:21]=[C:20]([C:22]([OH:24])=[O:23])[CH:19]=[CH:18][CH:17]=2)[CH:11]=1, predict the reactants needed to synthesize it. (4) The reactants are: [CH2:1]([N:8]([CH2:10][CH:11]1[CH2:23][N:21]2[C:22]3[C:17]([C:18](=[O:34])[N:19](CC4C=CC(OC)=CC=4)[C:20]2=[O:24])=[CH:16][CH:15]=[CH:14][C:13]=3[CH2:12]1)[CH3:9])[C:2]1[CH:7]=[CH:6][CH:5]=[CH:4][CH:3]=1.C(#N)C.C(=O)([O-])O.[Na+]. Given the product [CH2:1]([N:8]([CH2:10][CH:11]1[CH2:23][N:21]2[C:22]3[C:17]([C:18](=[O:34])[NH:19][C:20]2=[O:24])=[CH:16][CH:15]=[CH:14][C:13]=3[CH2:12]1)[CH3:9])[C:2]1[CH:3]=[CH:4][CH:5]=[CH:6][CH:7]=1, predict the reactants needed to synthesize it. (5) The reactants are: [OH:1][CH2:2][CH2:3][N:4]([CH3:33])[C:5]([C:7]1[CH:15]=[C:14]2[C:10]([C:11]3([CH2:32][CH2:31]3)[CH2:12][N:13]2[C:16]2[N:21]=[CH:20][C:19](B3OC(C)(C)C(C)(C)O3)=[CH:18][N:17]=2)=[CH:9][CH:8]=1)=[O:6].[CH3:34][C:35]1[CH:36]=[C:37](OS(C(F)(F)F)(=O)=O)[N:38]=[N:39][CH:40]=1.C([O-])([O-])=O.[K+].[K+]. Given the product [OH:1][CH2:2][CH2:3][N:4]([CH3:33])[C:5]([C:7]1[CH:15]=[C:14]2[C:10]([C:11]3([CH2:31][CH2:32]3)[CH2:12][N:13]2[C:16]2[N:17]=[CH:18][C:19]([C:37]3[N:38]=[N:39][CH:40]=[C:35]([CH3:34])[CH:36]=3)=[CH:20][N:21]=2)=[CH:9][CH:8]=1)=[O:6], predict the reactants needed to synthesize it. (6) Given the product [CH:49]1([NH:52][CH2:53][C@@H:54]2[C@@H:58]([OH:59])[CH2:57][CH2:56][N:55]2[C:31](=[O:32])[CH2:30][C:26]2[C:25]([CH3:34])=[C:24](/[CH:23]=[C:16]3\[C:17](=[O:22])[NH:18][C:19]4[C:15]\3=[CH:14][C:13]([S:10]([CH2:9][C:3]3[C:4]([Cl:8])=[CH:5][CH:6]=[CH:7][C:2]=3[Cl:1])(=[O:11])=[O:12])=[CH:21][CH:20]=4)[NH:28][C:27]=2[CH3:29])[CH2:51][CH2:50]1, predict the reactants needed to synthesize it. The reactants are: [Cl:1][C:2]1[CH:7]=[CH:6][CH:5]=[C:4]([Cl:8])[C:3]=1[CH2:9][S:10]([C:13]1[CH:14]=[C:15]2[C:19](=[CH:20][CH:21]=1)[NH:18][C:17](=[O:22])/[C:16]/2=[CH:23]\[C:24]1[NH:28][C:27]([CH3:29])=[C:26]([CH2:30][C:31](O)=[O:32])[C:25]=1[CH3:34])(=[O:12])=[O:11].C1C=CC2N(O)N=NC=2C=1.C(Cl)CCl.[CH:49]1([NH:52][CH2:53][C@@H:54]2[C@@H:58]([OH:59])[CH2:57][CH2:56][NH:55]2)[CH2:51][CH2:50]1. (7) Given the product [CH3:3][C:4]1([CH3:10])[CH2:8][CH2:7][CH:6]([C:12]([O:13][CH3:14])=[O:15])[C:5]1=[O:9], predict the reactants needed to synthesize it. The reactants are: [H-].[Na+].[CH3:3][C:4]1([CH3:10])[CH2:8][CH2:7][CH2:6][C:5]1=[O:9].Cl.[C:12](=O)([O:15]C)[O:13][CH3:14]. (8) Given the product [OH:25][CH2:24][CH2:23][NH:1][C:2]1[CH:11]=[C:10]2[C:5]([CH:6]=[C:7]([C:13]3[CH:18]=[CH:17][CH:16]=[CH:15][C:14]=3[C:19]([F:22])([F:20])[F:21])[NH:8][C:9]2=[O:12])=[CH:4][CH:3]=1, predict the reactants needed to synthesize it. The reactants are: [NH2:1][C:2]1[CH:11]=[C:10]2[C:5]([CH:6]=[C:7]([C:13]3[CH:18]=[CH:17][CH:16]=[CH:15][C:14]=3[C:19]([F:22])([F:21])[F:20])[NH:8][C:9]2=[O:12])=[CH:4][CH:3]=1.[CH2:23]1OC(O)C[O:25][CH:24]1O.C([BH3-])#N.[Na+].C(=O)(O)[O-].[Na+]. (9) Given the product [Cl:1][C:2]1[N:10]=[C:9]([Cl:11])[CH:8]=[C:7]([Cl:12])[C:3]=1[C:4]([NH2:19])=[O:5], predict the reactants needed to synthesize it. The reactants are: [Cl:1][C:2]1[N:10]=[C:9]([Cl:11])[CH:8]=[C:7]([Cl:12])[C:3]=1[C:4](O)=[O:5].C(Cl)(=O)C(Cl)=O.[NH4+:19].